From a dataset of Catalyst prediction with 721,799 reactions and 888 catalyst types from USPTO. Predict which catalyst facilitates the given reaction. (1) Reactant: C([N:4]1[CH2:11][CH:10]2[CH:6]([CH2:7][CH2:8][CH2:9]2)[C:5]1(C(OCC)=O)[C:12]([O:14]CC)=[O:13])(=O)C.[BrH:22]. Product: [BrH:22].[CH:6]12[CH2:7][CH2:8][CH2:9][CH:10]1[CH2:11][NH:4][CH:5]2[C:12]([OH:14])=[O:13]. The catalyst class is: 52. (2) Reactant: [CH3:1][C:2]1[CH:3]=[C:4]([Mg]Br)[CH:5]=[CH:6][CH:7]=1.[N:10]12[CH2:17][CH2:16][C:13]([C:18]([O:20]CC)=O)([CH2:14][CH2:15]1)[CH2:12][CH2:11]2. Product: [N:10]12[CH2:11][CH2:12][C:13]([C:18]([C:6]3[CH:5]=[CH:4][CH:3]=[C:2]([CH3:1])[CH:7]=3)([C:6]3[CH:5]=[CH:4][CH:3]=[C:2]([CH3:1])[CH:7]=3)[OH:20])([CH2:14][CH2:15]1)[CH2:16][CH2:17]2. The catalyst class is: 1. (3) Reactant: [OH:1][C:2]1[CH:7]=[CH:6][C:5]([C:8]2[C:13]([N+:14]([O-:16])=[O:15])=[CH:12][CH:11]=[CH:10][N:9]=2)=[CH:4][C:3]=1[O:17][CH3:18].Br[CH2:20][C:21]#[CH:22].C(=O)([O-])[O-].[K+].[K+].Cl. Product: [CH3:18][O:17][C:3]1[CH:4]=[C:5]([C:8]2[C:13]([N+:14]([O-:16])=[O:15])=[CH:12][CH:11]=[CH:10][N:9]=2)[CH:6]=[CH:7][C:2]=1[O:1][CH2:22][C:21]#[CH:20]. The catalyst class is: 9. (4) Reactant: [Cl:1][C:2]1[CH:9]=[C:8](B2OC(C)(C)C(C)(C)O2)[CH:7]=[CH:6][C:3]=1[C:4]#[N:5].Br[C:20]1[CH:21]=[N:22][CH:23]=[C:24]([Cl:28])[C:25]=1[CH2:26][OH:27].C(Cl)Cl.C([O-])([O-])=O.[Na+].[Na+]. Product: [Cl:1][C:2]1[CH:9]=[C:8]([C:20]2[CH:21]=[N:22][CH:23]=[C:24]([Cl:28])[C:25]=2[CH2:26][OH:27])[CH:7]=[CH:6][C:3]=1[C:4]#[N:5]. The catalyst class is: 151.